From a dataset of CYP2D6 inhibition data for predicting drug metabolism from PubChem BioAssay. Regression/Classification. Given a drug SMILES string, predict its absorption, distribution, metabolism, or excretion properties. Task type varies by dataset: regression for continuous measurements (e.g., permeability, clearance, half-life) or binary classification for categorical outcomes (e.g., BBB penetration, CYP inhibition). Dataset: cyp2d6_veith. (1) The drug is O=C(N/N=C1/C[C@@H](O)[C@@H](O)[C@@H]2[C@@H]3C(=O)N(C4CCCCC4)C(=O)[C@H]3CC[C@@H]12)OCc1ccccc1. The result is 0 (non-inhibitor). (2) The drug is C=C(C)[C@H]1CC=C(C)/C(=N/NC(=O)CNc2ccccc2OC)C1. The result is 0 (non-inhibitor).